From a dataset of Peptide-MHC class II binding affinity with 134,281 pairs from IEDB. Regression. Given a peptide amino acid sequence and an MHC pseudo amino acid sequence, predict their binding affinity value. This is MHC class II binding data. (1) The peptide sequence is CGLNSVDSLEHEMWR. The MHC is HLA-DQA10501-DQB10302 with pseudo-sequence HLA-DQA10501-DQB10302. The binding affinity (normalized) is 0.342. (2) The peptide sequence is GMTGMLWETSLLDPE. The MHC is HLA-DPA10301-DPB10402 with pseudo-sequence HLA-DPA10301-DPB10402. The binding affinity (normalized) is 0.401. (3) The peptide sequence is PQLTKNAGVLTCSLS. The MHC is DRB3_0101 with pseudo-sequence DRB3_0101. The binding affinity (normalized) is 0.443. (4) The peptide sequence is DCISIGPGSTGLNIT. The MHC is HLA-DPA10103-DPB10401 with pseudo-sequence HLA-DPA10103-DPB10401. The binding affinity (normalized) is 0.135. (5) The peptide sequence is MENRWQVMIVWQVDR. The MHC is DRB5_0101 with pseudo-sequence DRB5_0101. The binding affinity (normalized) is 0.187. (6) The peptide sequence is NMLKRVRNRVSTVSQ. The MHC is DRB1_0802 with pseudo-sequence DRB1_0802. The binding affinity (normalized) is 0.724.